Dataset: Catalyst prediction with 721,799 reactions and 888 catalyst types from USPTO. Task: Predict which catalyst facilitates the given reaction. (1) Reactant: C1CN([P+](ON2N=NC3C=CC=CC2=3)(N2CCCC2)N2CCCC2)CC1.F[P-](F)(F)(F)(F)F.[C:34]([O:38][C:39]([NH:41][C:42]1[S:46][C:45]([C:47]2[C:52]([F:53])=[CH:51][CH:50]=[CH:49][C:48]=2[F:54])=[N:44][C:43]=1[C:55](O)=[O:56])=[O:40])([CH3:37])([CH3:36])[CH3:35].[Cl:58][C:59]1[N:63]([CH3:64])[N:62]=[CH:61][C:60]=1[NH2:65].CCN(C(C)C)C(C)C. Product: [Cl:58][C:59]1[N:63]([CH3:64])[N:62]=[CH:61][C:60]=1[NH:65][C:55]([C:43]1[N:44]=[C:45]([C:47]2[C:48]([F:54])=[CH:49][CH:50]=[CH:51][C:52]=2[F:53])[S:46][C:42]=1[NH:41][C:39](=[O:40])[O:38][C:34]([CH3:36])([CH3:37])[CH3:35])=[O:56]. The catalyst class is: 2. (2) Reactant: Br[C:2]1[CH:3]=[CH:4][C:5]([O:8][CH3:9])=[N:6][CH:7]=1.C([Li])CCC.[CH3:15][C:16]([C:18]1[CH:23]=[CH:22][CH:21]=[C:20]([Br:24])[CH:19]=1)=O.C1CCCCC1.CCOC(C)=O. Product: [Br:24][C:20]1[CH:19]=[C:18]([C:16]([C:2]2[CH:3]=[CH:4][C:5]([O:8][CH3:9])=[N:6][CH:7]=2)=[CH2:15])[CH:23]=[CH:22][CH:21]=1. The catalyst class is: 7. (3) Product: [CH3:1][O:2][C:3]1[CH:8]=[C:7]([CH2:9][O:10][CH3:11])[CH:6]=[C:5]([O:12][CH3:13])[C:4]=1[C:14]1[N:15]2[N:21]=[C:20]([O:22][CH3:23])[C:19]([NH2:24])=[C:16]2[S:17][CH:18]=1. The catalyst class is: 849. Reactant: [CH3:1][O:2][C:3]1[CH:8]=[C:7]([CH2:9][O:10][CH3:11])[CH:6]=[C:5]([O:12][CH3:13])[C:4]=1[C:14]1[N:15]2[N:21]=[C:20]([O:22][CH3:23])[C:19]([N:24]=O)=[C:16]2[S:17][CH:18]=1.